This data is from Full USPTO retrosynthesis dataset with 1.9M reactions from patents (1976-2016). The task is: Predict the reactants needed to synthesize the given product. (1) Given the product [Cl:15][C:16]1[CH:24]=[C:23]([Cl:25])[CH:22]=[C:21]2[C:17]=1[CH:18]=[C:19]([C:26]([NH:1][C@@H:2]1[CH2:7][CH2:6][CH2:5][NH:4][CH2:3]1)=[O:27])[NH:20]2, predict the reactants needed to synthesize it. The reactants are: [NH2:1][C@@H:2]1[CH2:7][CH2:6][CH2:5][N:4](C(OC(C)(C)C)=O)[CH2:3]1.[Cl:15][C:16]1[CH:24]=[C:23]([Cl:25])[CH:22]=[C:21]2[C:17]=1[CH:18]=[C:19]([C:26](O)=[O:27])[NH:20]2.N. (2) Given the product [ClH:25].[CH3:27][O:28][C:17]1[CH:16]=[CH:15][CH:24]=[CH:23][C:18]=1[C:19]([OH:21])=[O:20], predict the reactants needed to synthesize it. The reactants are: C(OC(N1CCC[C@H]1CO[C:15]1[CH:24]=[CH:23][C:18]([C:19]([O:21]C)=[O:20])=[CH:17][CH:16]=1)=O)(C)(C)C.[ClH:25].C[CH2:27][OH:28]. (3) Given the product [C:1]([C:5]1[CH:6]=[C:7]2[C:12](=[CH:13][CH:14]=1)[C:11](=[O:15])[NH:10][C:9](=[O:16])[C:8]2=[CH:17][O:18][CH3:19])([CH3:4])([CH3:2])[CH3:3], predict the reactants needed to synthesize it. The reactants are: [C:1]([C:5]1[CH:6]=[C:7]2[C:12](=[CH:13][CH:14]=1)[C:11](=[O:15])[NH:10][C:9](=[O:16])[CH2:8]2)([CH3:4])([CH3:3])[CH3:2].[CH3:17][O:18][CH:19](OC)OC. (4) Given the product [CH3:13][CH:12]([CH3:11])[N:8]=[C:29]=[N:30][CH:31]([CH3:33])[CH3:32].[CH3:20][N:19]([C:48]1[CH:49]=[CH:50][N:45]=[CH:46][CH:47]=1)[CH3:21], predict the reactants needed to synthesize it. The reactants are: F[P-](F)(F)(F)(F)F.[N:8]1(O[P+](N(C)C)(N(C)C)[N:19]([CH3:21])[CH3:20])[C:12]2[CH:13]=CC=C[C:11]=2N=N1.C[CH2:29][N:30](C(C)C)[CH:31]([CH3:33])[CH3:32].N[C@H](C(O)=O)[C@@H](C)O.[NH2:45][C@H:46](C(O)=O)[CH2:47][C:48]1C=CC(O)=[CH:50][CH:49]=1. (5) The reactants are: [F:1][C:2]([F:19])([CH2:12][C:13]1[CH:18]=[CH:17][CH:16]=[CH:15][CH:14]=1)[C:3]([N:5]1[CH2:10][CH2:9][CH:8]([NH2:11])[CH2:7][CH2:6]1)=O.B. Given the product [F:19][C:2]([F:1])([CH2:12][C:13]1[CH:18]=[CH:17][CH:16]=[CH:15][CH:14]=1)[CH2:3][N:5]1[CH2:10][CH2:9][CH:8]([NH2:11])[CH2:7][CH2:6]1, predict the reactants needed to synthesize it. (6) Given the product [NH2:4][CH:5]1[CH2:16][C:17]2[C:18](=[C:19]([CH3:24])[CH:20]=[C:21]([Cl:23])[CH:22]=2)[N:25]([OH:27])[C:6]1=[O:7], predict the reactants needed to synthesize it. The reactants are: C([NH:4][C:5]([CH2:16][C:17]1[CH:22]=[C:21]([Cl:23])[CH:20]=[C:19]([CH3:24])[C:18]=1[N+:25]([O-:27])=O)(C(OCC)=O)[C:6](OCC)=[O:7])(=O)C.C(NC(CC1C=CC(Br)=CC=1[N+]([O-])=O)(C(OCC)=O)C(OCC)=O)(=O)C.BrCC1C=C(Cl)C=C(C)C=1[N+]([O-])=O. (7) Given the product [C:1]([NH:5][C:6]1[N:7]=[C:8]([NH:21][C:22]2[CH:27]=[N:26][CH:25]=[CH:24][N:23]=2)[CH:9]=[C:10]2[C:15]=1[C:14](=[O:16])[N:13]([CH2:17][CH2:18][OH:19])[CH:12]=[CH:11]2)([CH3:4])([CH3:3])[CH3:2], predict the reactants needed to synthesize it. The reactants are: [C:1]([NH:5][C:6]1[N:7]=[C:8](Cl)[CH:9]=[C:10]2[C:15]=1[C:14](=[O:16])[N:13]([CH2:17][CH2:18][OH:19])[CH:12]=[CH:11]2)([CH3:4])([CH3:3])[CH3:2].[NH2:21][C:22]1[CH:27]=[N:26][CH:25]=[CH:24][N:23]=1.CC1(C)C2C(=C(P(C3C=CC=CC=3)C3C=CC=CC=3)C=CC=2)OC2C(P(C3C=CC=CC=3)C3C=CC=CC=3)=CC=CC1=2.C([O-])([O-])=O.[Cs+].[Cs+]. (8) Given the product [Br:1][C:2]1[C:3]([N:17]2[CH2:22][CH2:21][CH2:20][C@@H:19]([NH:23][C:24]([O:25][C:26]([CH3:28])([CH3:27])[CH3:29])=[O:30])[CH2:18]2)=[C:4]2[C:10]([NH:11][C:12](=[O:16])[CH:13]([CH3:15])[CH3:14])=[CH:9][N:8]([C:36]([O:35][C:32]([CH3:34])([CH3:33])[CH3:31])=[O:37])[C:5]2=[N:6][CH:7]=1, predict the reactants needed to synthesize it. The reactants are: [Br:1][C:2]1[C:3]([N:17]2[CH2:22][CH2:21][CH2:20][C@@H:19]([NH:23][C:24](=[O:30])[O:25][C:26]([CH3:29])([CH3:28])[CH3:27])[CH2:18]2)=[C:4]2[C:10]([NH:11][C:12](=[O:16])[CH:13]([CH3:15])[CH3:14])=[CH:9][NH:8][C:5]2=[N:6][CH:7]=1.[CH3:31][C:32]([O:35][C:36](O[C:36]([O:35][C:32]([CH3:34])([CH3:33])[CH3:31])=[O:37])=[O:37])([CH3:34])[CH3:33].C(N(CC)CC)C.O.